From a dataset of Catalyst prediction with 721,799 reactions and 888 catalyst types from USPTO. Predict which catalyst facilitates the given reaction. Reactant: [C:1]([O:9][C@H:10]1[CH2:15][C:14](=[O:16])[CH2:13][CH2:12][C@@H:11]1[C:17]1[N:21]([CH3:22])[N:20]=[CH:19][CH:18]=1)(=[O:8])[C:2]1[CH:7]=[CH:6][CH:5]=[CH:4][CH:3]=1.[BH4-].[Na+]. Product: [C:1]([O:9][C@H:10]1[CH2:15][C@@H:14]([OH:16])[CH2:13][CH2:12][C@@H:11]1[C:17]1[N:21]([CH3:22])[N:20]=[CH:19][CH:18]=1)(=[O:8])[C:2]1[CH:3]=[CH:4][CH:5]=[CH:6][CH:7]=1. The catalyst class is: 8.